Dataset: Forward reaction prediction with 1.9M reactions from USPTO patents (1976-2016). Task: Predict the product of the given reaction. (1) Given the reactants C(OP(CC(OCC)=O)(OCC)=O)C.[H-].[Na+].[F:17][C:18]1([F:46])[CH2:23][CH2:22][CH2:21][CH:20]([C@@H:24]2[CH2:29][C@H:28]([C:30]3[CH:35]=[CH:34][CH:33]=[CH:32][CH:31]=3)[CH2:27][CH2:26][N:25]2C(OCC2C=CC=CC=2)=O)[CH2:19]1, predict the reaction product. The product is: [F:46][C:18]1([F:17])[CH2:23][CH2:22][CH2:21][CH:20]([C@@H:24]2[CH2:29][C@H:28]([C:30]3[CH:31]=[CH:32][CH:33]=[CH:34][CH:35]=3)[CH2:27][CH2:26][NH:25]2)[CH2:19]1. (2) The product is: [F:26][CH:24]([F:25])[O:23][C:22]1[C:14]([C:10]([C:8]2[NH:7][C:6]3[CH:43]=[CH:44][C:3]([C:1]#[N:2])=[CH:4][C:5]=3[N:9]=2)([O:12][CH3:13])[CH3:11])=[C:15]2[C:19](=[C:20]([CH3:27])[CH:21]=1)[NH:18][CH:17]=[CH:16]2. Given the reactants [C:1]([C:3]1[CH:44]=[CH:43][C:6]2[N:7](COCC[Si](C)(C)C)[C:8]([C:10]([C:14]3[C:22]([O:23][CH:24]([F:26])[F:25])=[CH:21][C:20]([CH3:27])=[C:19]4[C:15]=3[CH:16]=[CH:17][N:18]4C(OC(C)(C)C)=O)([O:12][CH3:13])[CH3:11])=[N:9][C:5]=2[CH:4]=1)#[N:2].C(C1C=CC2N=C(C(C3C(OC(F)F)=CC(C)=C4C=3C=CN4C(OC(C)(C)C)=O)(OC)C)N(COCC[Si](C)(C)C)C=2C=1)#N.C(N)CN.CCCC[N+](CCCC)(CCCC)CCCC.[F-], predict the reaction product. (3) Given the reactants Cl.[NH:2]1[CH2:7][CH2:6][CH:5]([CH2:8][CH2:9][C:10]([NH:12][C:13]2[S:14][C:15]3[CH:21]=[C:20]([O:22][S:23]([C:26]4[CH:31]=[CH:30][C:29]([NH:32][CH2:33][CH2:34][NH:35][CH:36]([CH3:38])[CH3:37])=[CH:28][CH:27]=4)(=[O:25])=[O:24])[CH:19]=[CH:18][C:16]=3[N:17]=2)=[O:11])[CH2:4][CH2:3]1.[C:39]([O:43][C:44](N1CCC(CCC(=O)NC2SC3C=C(OS(C4C=CC(F)=CC=4)(=O)=O)C=CC=3N=2)CC1)=[O:45])([CH3:42])([CH3:41])[CH3:40].C(NC(C)C)(C)C, predict the reaction product. The product is: [C:39]([O:43][C:44]([N:2]1[CH2:7][CH2:6][CH:5]([CH2:8][CH2:9][C:10](=[O:11])[NH:12][C:13]2[S:14][C:15]3[CH:21]=[C:20]([O:22][S:23]([C:26]4[CH:27]=[CH:28][C:29]([NH:32][CH2:33][CH2:34][NH:35][CH:36]([CH3:38])[CH3:37])=[CH:30][CH:31]=4)(=[O:24])=[O:25])[CH:19]=[CH:18][C:16]=3[N:17]=2)[CH2:4][CH2:3]1)=[O:45])([CH3:42])([CH3:41])[CH3:40].